From a dataset of Reaction yield outcomes from USPTO patents with 853,638 reactions. Predict the reaction yield, written as a fraction of the theoretical maximum amount of product (1.0 means a 100% yield; for example, 0.34 means a 34% yield). (1) The reactants are C(OC([NH:8][C@@H:9]1[CH2:14][CH2:13][CH2:12][N:11]([C:15]2[CH:20]=[CH:19][N:18]=[C:17]3[N:21](C(OC(C)(C)C)=O)[CH:22]=[C:23]([NH:24][C:25](=[O:29])[CH:26]([CH3:28])[CH3:27])[C:16]=23)[CH2:10]1)=O)(C)(C)C.C(O)(C(F)(F)F)=O.C(Cl)[Cl:45]. No catalyst specified. The product is [ClH:45].[NH2:8][C@@H:9]1[CH2:14][CH2:13][CH2:12][N:11]([C:15]2[CH:20]=[CH:19][N:18]=[C:17]3[NH:21][CH:22]=[C:23]([NH:24][C:25](=[O:29])[CH:26]([CH3:27])[CH3:28])[C:16]=23)[CH2:10]1. The yield is 0.270. (2) The catalyst is C(O)C.C1COCC1. The product is [CH2:3]([O:10][C:11]1[CH:16]=[C:15]([CH2:17][CH:18]([N+:20]([O-:22])=[O:21])[CH3:19])[CH:14]=[CH:13][C:12]=1[O:23][CH3:24])[C:4]1[CH:5]=[CH:6][CH:7]=[CH:8][CH:9]=1. The yield is 0.550. The reactants are [BH4-].[Na+].[CH2:3]([O:10][C:11]1[CH:16]=[C:15](/[CH:17]=[C:18](/[N+:20]([O-:22])=[O:21])\[CH3:19])[CH:14]=[CH:13][C:12]=1[O:23][CH3:24])[C:4]1[CH:9]=[CH:8][CH:7]=[CH:6][CH:5]=1.Cl.C(OCC)(=O)C. (3) The reactants are [NH2:1][C:2]1[N:11]=[CH:10][C:9]2[C:8](SC)=[N:7][CH:6]=[N:5][C:4]=2[CH:3]=1.Cl.[NH2:15][C:16]1[CH:21]=[CH:20][C:19]([C:22]([F:25])([F:24])[F:23])=[CH:18][CH:17]=1.NC1C=CC(C(F)(F)F)=CC=1.C([O-])(O)=O.[Na+]. The catalyst is CO.C(Cl)(Cl)Cl. The product is [NH2:1][C:2]1[N:11]=[CH:10][C:9]2[C:8]([NH:15][C:16]3[CH:21]=[CH:20][C:19]([C:22]([F:23])([F:24])[F:25])=[CH:18][CH:17]=3)=[N:7][CH:6]=[N:5][C:4]=2[CH:3]=1. The yield is 0.630. (4) The reactants are [Cl:1][C:2]1[CH:3]=[C:4]([CH:8]2[C:12]([C:15]3[CH:20]=[CH:19][C:18]([Cl:21])=[CH:17][CH:16]=3)([C:13]#[N:14])[CH:11]([CH2:22][C:23]([CH3:26])([CH3:25])[CH3:24])[NH:10][CH:9]2[C:27]([OH:29])=O)[CH:5]=[CH:6][CH:7]=1.[CH3:30][NH:31][CH3:32].CN(C(ON1N=NC2C=CC=NC1=2)=[N+](C)C)C.F[P-](F)(F)(F)(F)F.CCN(C(C)C)C(C)C. The catalyst is C(Cl)Cl. The product is [CH3:30][N:31]([CH3:32])[C:27]([CH:9]1[CH:8]([C:4]2[CH:5]=[CH:6][CH:7]=[C:2]([Cl:1])[CH:3]=2)[C:12]([C:15]2[CH:20]=[CH:19][C:18]([Cl:21])=[CH:17][CH:16]=2)([C:13]#[N:14])[CH:11]([CH2:22][C:23]([CH3:24])([CH3:26])[CH3:25])[NH:10]1)=[O:29]. The yield is 0.900. (5) The catalyst is C1(C)C=CC=CC=1. The yield is 0.170. The product is [ClH:21].[Cl:21][C:17]1[C:18]2[CH2:19][O:20][C@:10]3([CH3:23])[C@H:11]([C:13]=2[CH:14]=[CH:15][C:16]=1[CH3:22])[CH2:12][NH:8][CH2:9]3. The reactants are C([N:8]1[CH2:12][C@H:11]2[C:13]3[CH:14]=[CH:15][C:16]([CH3:22])=[C:17]([Cl:21])[C:18]=3[CH2:19][O:20][C@@:10]2([CH3:23])[CH2:9]1)C1C=CC=CC=1.ClC(OC(Cl)C)=O.CO. (6) The reactants are Br[C:2]1[CH:13]=[CH:12][C:5]([C:6]([NH:8][CH:9]2[CH2:11][CH2:10]2)=[O:7])=[C:4]([CH3:14])[CH:3]=1.[B:15]1([B:15]2[O:19][C:18]([CH3:21])([CH3:20])[C:17]([CH3:23])([CH3:22])[O:16]2)[O:19][C:18]([CH3:21])([CH3:20])[C:17]([CH3:23])([CH3:22])[O:16]1.CC([O-])=O.[K+]. The catalyst is CN(C=O)C.CCOC(C)=O.O. The product is [CH:9]1([NH:8][C:6](=[O:7])[C:5]2[CH:12]=[CH:13][C:2]([B:15]3[O:19][C:18]([CH3:21])([CH3:20])[C:17]([CH3:23])([CH3:22])[O:16]3)=[CH:3][C:4]=2[CH3:14])[CH2:11][CH2:10]1. The yield is 0.940. (7) The reactants are Br[C:2]1[CH:3]=[C:4]([N:8]2[C:12]3[CH2:13][CH2:14][CH:15]([CH3:16])[C:11]=3[C:10]([C:17]([O:19][CH2:20][CH3:21])=[O:18])=[N:9]2)[CH:5]=[CH:6][CH:7]=1.[C:22]([C@:24]1([OH:31])[CH2:28][CH2:27][N:26]([CH3:29])[C:25]1=[O:30])#[CH:23]. No catalyst specified. The product is [OH:31][C@@:24]1([C:22]#[C:23][C:2]2[CH:3]=[C:4]([N:8]3[C:12]4[CH2:13][CH2:14][CH:15]([CH3:16])[C:11]=4[C:10]([C:17]([O:19][CH2:20][CH3:21])=[O:18])=[N:9]3)[CH:5]=[CH:6][CH:7]=2)[CH2:28][CH2:27][N:26]([CH3:29])[C:25]1=[O:30]. The yield is 0.550.